This data is from NCI-60 drug combinations with 297,098 pairs across 59 cell lines. The task is: Regression. Given two drug SMILES strings and cell line genomic features, predict the synergy score measuring deviation from expected non-interaction effect. (1) Drug 1: CCCCC(=O)OCC(=O)C1(CC(C2=C(C1)C(=C3C(=C2O)C(=O)C4=C(C3=O)C=CC=C4OC)O)OC5CC(C(C(O5)C)O)NC(=O)C(F)(F)F)O. Drug 2: CC(C)(C#N)C1=CC(=CC(=C1)CN2C=NC=N2)C(C)(C)C#N. Cell line: A498. Synergy scores: CSS=34.8, Synergy_ZIP=-3.38, Synergy_Bliss=-7.74, Synergy_Loewe=-7.77, Synergy_HSA=-7.30. (2) Drug 1: CCC1=C2CN3C(=CC4=C(C3=O)COC(=O)C4(CC)O)C2=NC5=C1C=C(C=C5)O. Drug 2: C#CCC(CC1=CN=C2C(=N1)C(=NC(=N2)N)N)C3=CC=C(C=C3)C(=O)NC(CCC(=O)O)C(=O)O. Cell line: DU-145. Synergy scores: CSS=52.7, Synergy_ZIP=3.94, Synergy_Bliss=-4.36, Synergy_Loewe=43.4, Synergy_HSA=2.50. (3) Drug 1: CN1C(=O)N2C=NC(=C2N=N1)C(=O)N. Drug 2: C1=CC=C(C(=C1)C(C2=CC=C(C=C2)Cl)C(Cl)Cl)Cl. Cell line: UACC-257. Synergy scores: CSS=-1.01, Synergy_ZIP=1.16, Synergy_Bliss=0.964, Synergy_Loewe=-2.56, Synergy_HSA=-2.01. (4) Drug 1: C1=C(C(=O)NC(=O)N1)F. Drug 2: CC1C(C(CC(O1)OC2CC(CC3=C2C(=C4C(=C3O)C(=O)C5=CC=CC=C5C4=O)O)(C(=O)C)O)N)O. Cell line: BT-549. Synergy scores: CSS=46.7, Synergy_ZIP=0.0441, Synergy_Bliss=-0.994, Synergy_Loewe=3.47, Synergy_HSA=4.16. (5) Drug 1: CC1C(C(=O)NC(C(=O)N2CCCC2C(=O)N(CC(=O)N(C(C(=O)O1)C(C)C)C)C)C(C)C)NC(=O)C3=C4C(=C(C=C3)C)OC5=C(C(=O)C(=C(C5=N4)C(=O)NC6C(OC(=O)C(N(C(=O)CN(C(=O)C7CCCN7C(=O)C(NC6=O)C(C)C)C)C)C(C)C)C)N)C. Drug 2: C1=CC=C(C=C1)NC(=O)CCCCCCC(=O)NO. Cell line: SNB-19. Synergy scores: CSS=14.2, Synergy_ZIP=-5.36, Synergy_Bliss=1.89, Synergy_Loewe=-1.79, Synergy_HSA=-1.29. (6) Drug 1: CC1=C(C(=O)C2=C(C1=O)N3CC4C(C3(C2COC(=O)N)OC)N4)N. Drug 2: CC1C(C(CC(O1)OC2CC(CC3=C2C(=C4C(=C3O)C(=O)C5=C(C4=O)C(=CC=C5)OC)O)(C(=O)CO)O)N)O.Cl. Cell line: UACC62. Synergy scores: CSS=61.9, Synergy_ZIP=-6.01, Synergy_Bliss=-2.15, Synergy_Loewe=1.23, Synergy_HSA=2.26.